This data is from Catalyst prediction with 721,799 reactions and 888 catalyst types from USPTO. The task is: Predict which catalyst facilitates the given reaction. Reactant: [Br:1][C:2]1[CH:3]=[C:4]([CH:21]=[C:22]([C:24]([F:27])([F:26])[F:25])[CH:23]=1)[C:5]([N:7]([CH2:9][C@H:10]([C:14]1[CH:19]=[CH:18][C:17]([F:20])=[CH:16][CH:15]=1)[CH2:11][CH:12]=O)[CH3:8])=[O:6].[NH:28]1[CH2:31][CH:30]([N:32]2[CH2:37][CH2:36][CH:35]([C:38]([N:40]3[CH2:43][CH2:42][CH2:41]3)=[O:39])[CH2:34][CH2:33]2)[CH2:29]1.CCN(C(C)C)C(C)C.C(O[BH-](OC(=O)C)OC(=O)C)(=O)C.[Na+]. Product: [N:40]1([C:38]([CH:35]2[CH2:36][CH2:37][N:32]([CH:30]3[CH2:29][N:28]([CH2:12][CH2:11][C@@H:10]([C:14]4[CH:15]=[CH:16][C:17]([F:20])=[CH:18][CH:19]=4)[CH2:9][N:7]([CH3:8])[C:5](=[O:6])[C:4]4[CH:21]=[C:22]([C:24]([F:26])([F:27])[F:25])[CH:23]=[C:2]([Br:1])[CH:3]=4)[CH2:31]3)[CH2:33][CH2:34]2)=[O:39])[CH2:41][CH2:42][CH2:43]1. The catalyst class is: 61.